This data is from Forward reaction prediction with 1.9M reactions from USPTO patents (1976-2016). The task is: Predict the product of the given reaction. (1) Given the reactants Br[CH2:2][CH2:3][CH2:4][CH2:5][NH:6][C:7](=[O:13])[O:8][C:9]([CH3:12])([CH3:11])[CH3:10].[F:14][C:15]1[CH:20]=[CH:19][C:18]([CH2:21][NH2:22])=[CH:17][CH:16]=1.C(=O)([O-])[O-].[K+].[K+], predict the reaction product. The product is: [F:14][C:15]1[CH:20]=[CH:19][C:18]([CH2:21][NH:22][CH2:2][CH2:3][CH2:4][CH2:5][NH:6][C:7](=[O:13])[O:8][C:9]([CH3:12])([CH3:11])[CH3:10])=[CH:17][CH:16]=1. (2) Given the reactants [Cl:1][C:2]1[N:7]=[CH:6][C:5]([S:8][C:9]2[N:13]([C:14]3[CH:19]=[CH:18][CH:17]=[C:16]([F:20])[C:15]=3[F:21])[N:12]=[C:11]([C:22]([O:24]CC)=O)[CH:10]=2)=[CH:4][CH:3]=1.[CH3:27][NH2:28].CO, predict the reaction product. The product is: [Cl:1][C:2]1[N:7]=[CH:6][C:5]([S:8][C:9]2[N:13]([C:14]3[CH:19]=[CH:18][CH:17]=[C:16]([F:20])[C:15]=3[F:21])[N:12]=[C:11]([C:22]([NH:28][CH3:27])=[O:24])[CH:10]=2)=[CH:4][CH:3]=1. (3) Given the reactants II.C1COCC1.[CH3:8][O:9][C:10]1[CH:28]=[CH:27][C:13]([CH2:14][O:15][C:16]2[CH:17]=[C:18]3[C:23](=[CH:24][CH:25]=2)[C:22](=[O:26])[CH2:21][CH2:20][CH2:19]3)=[CH:12][CH:11]=1.Br[C:30]([F:37])([F:36])[C:31]([O:33][CH2:34][CH3:35])=[O:32], predict the reaction product. The product is: [CH2:34]([O:33][C:31](=[O:32])[C:30]([F:37])([F:36])[C:22]1([OH:26])[C:23]2[C:18](=[CH:17][C:16]([O:15][CH2:14][C:13]3[CH:12]=[CH:11][C:10]([O:9][CH3:8])=[CH:28][CH:27]=3)=[CH:25][CH:24]=2)[CH2:19][CH2:20][CH2:21]1)[CH3:35]. (4) Given the reactants C([Si]([O:8][C:9](=O)[CH:10]=[CH:11][C:12]1[CH:17]=[CH:16][CH:15]=[CH:14][C:13]=1[O:18][Si:19]([C:22]([CH3:25])([CH3:24])[CH3:23])([CH3:21])[CH3:20])(C)C)(C)(C)C.C(Cl)(=O)C([Cl:30])=O, predict the reaction product. The product is: [C:22]([Si:19]([CH3:21])([CH3:20])[O:18][C:13]1[CH:14]=[CH:15][CH:16]=[CH:17][C:12]=1[CH:11]=[CH:10][C:9]([Cl:30])=[O:8])([CH3:25])([CH3:24])[CH3:23]. (5) The product is: [NH2:31][C:27]1[CH:26]=[C:25]([O:24][C:23]2[CH:22]=[CH:21][C:20]([NH:40][C:13]([CH:10]3[CH2:11][CH2:12][N:8]([C:5]4[CH:4]=[CH:3][C:2]([F:1])=[CH:7][CH:6]=4)[C:9]3=[O:16])=[O:15])=[CH:19][C:18]=2[F:17])[CH:30]=[CH:29][N:28]=1. Given the reactants [F:1][C:2]1[CH:7]=[CH:6][C:5]([N:8]2[CH2:12][CH2:11][CH:10]([C:13]([OH:15])=O)[C:9]2=[O:16])=[CH:4][CH:3]=1.[F:17][C:18]1[CH:19]=[C:20]([NH:40]C(=O)CC(NC2C=CC(F)=CC=2)=O)[CH:21]=[CH:22][C:23]=1[O:24][C:25]1[CH:30]=[CH:29][N:28]=[C:27]([NH:31]CCN2CCOCC2)[CH:26]=1.CN(C(ON1N=NC2C=CC=NC1=2)=[N+](C)C)C.F[P-](F)(F)(F)(F)F.C(N(C(C)C)CC)(C)C, predict the reaction product. (6) Given the reactants [OH-].[K+].N(N(C)[C:6](N)=O)=O.[N+](=C)=[N-].[CH3:13][O:14][C:15]([C@@:17]1([NH:22][C:23]([O:25][C:26]([CH3:29])([CH3:28])[CH3:27])=[O:24])[CH2:19][C@H:18]1[CH:20]=[CH2:21])=[O:16], predict the reaction product. The product is: [CH3:13][O:14][C:15]([C@@:17]1([NH:22][C:23]([O:25][C:26]([CH3:29])([CH3:28])[CH3:27])=[O:24])[CH2:19][C@H:18]1[CH:20]1[CH2:6][CH2:21]1)=[O:16].